This data is from Peptide-MHC class I binding affinity with 185,985 pairs from IEDB/IMGT. The task is: Regression. Given a peptide amino acid sequence and an MHC pseudo amino acid sequence, predict their binding affinity value. This is MHC class I binding data. (1) The peptide sequence is TDDNALAYY. The MHC is HLA-A01:01 with pseudo-sequence HLA-A01:01. The binding affinity (normalized) is 0.728. (2) The MHC is Mamu-B01 with pseudo-sequence Mamu-B01. The peptide sequence is IEVLGKRI. The binding affinity (normalized) is 0. (3) The binding affinity (normalized) is 0.807. The peptide sequence is MSHVKSVTK. The MHC is HLA-A11:01 with pseudo-sequence HLA-A11:01. (4) The peptide sequence is YRYISFLVL. The MHC is HLA-B39:01 with pseudo-sequence HLA-B39:01. The binding affinity (normalized) is 0.419. (5) The peptide sequence is VPIAWAAA. The MHC is HLA-B53:01 with pseudo-sequence HLA-B53:01. The binding affinity (normalized) is 0.0847. (6) The peptide sequence is TTNNLLEQLI. The MHC is HLA-A68:02 with pseudo-sequence HLA-A68:02. The binding affinity (normalized) is 0.604. (7) The peptide sequence is MQIDGGEGV. The MHC is HLA-B18:01 with pseudo-sequence HLA-B18:01. The binding affinity (normalized) is 0.0847. (8) The peptide sequence is MDVNPTLLF. The MHC is HLA-B44:02 with pseudo-sequence HLA-B44:02. The binding affinity (normalized) is 0.569.